The task is: Predict the product of the given reaction.. This data is from Forward reaction prediction with 1.9M reactions from USPTO patents (1976-2016). (1) Given the reactants [CH2:1]([CH2:13][NH2:14])[CH2:2][C:3]([P:9]([OH:12])([OH:11])=[O:10])([P:5]([OH:8])([OH:7])=[O:6])[OH:4].[OH-].[Na+:16].[Na].[NH2:18]CCCC(P(=O)([O-])[O-])(P(=O)([O-])[O-])O.[N+]([C:35]1[CH:40]=[CH:39][CH:38]=[CH:37][C:36]=1[S:41](Cl)(=[O:43])=[O:42])([O-])=O, predict the reaction product. The product is: [NH2:18][C:39]1[CH:38]=[CH:37][C:36]([S:41]([NH:14][CH2:13][CH2:1][CH2:2][C:3]([P:5](=[O:8])([O-:7])[O-:6])([P:9](=[O:11])([O-:12])[O-:10])[OH:4])(=[O:43])=[O:42])=[CH:35][CH:40]=1.[Na+:16].[Na+:16].[Na+:16].[Na+:16]. (2) Given the reactants [Si:1]([O:18][CH2:19][C@@H:20]1[CH2:25][O:24][CH2:23][CH2:22][N:21]1[C:26]([O:28][C:29]([CH3:32])([CH3:31])[CH3:30])=[O:27])([C:14]([CH3:17])([CH3:16])[CH3:15])([C:8]1[CH:13]=[CH:12][CH:11]=[CH:10][CH:9]=1)[C:2]1[CH:7]=[CH:6][CH:5]=[CH:4][CH:3]=1.OC[C@@H]1COCCN1C(OC(C)(C)C)=O.C([Si](Cl)(C1C=CC=CC=1)C1C=CC=CC=1)(C)(C)C, predict the reaction product. The product is: [Si:1]([O:18][CH2:19][C@H:20]1[CH2:25][O:24][CH2:23][CH2:22][N:21]1[C:26]([O:28][C:29]([CH3:32])([CH3:31])[CH3:30])=[O:27])([C:14]([CH3:16])([CH3:17])[CH3:15])([C:8]1[CH:9]=[CH:10][CH:11]=[CH:12][CH:13]=1)[C:2]1[CH:7]=[CH:6][CH:5]=[CH:4][CH:3]=1. (3) Given the reactants [CH3:1][C:2]1[CH:3]=[C:4]([NH:9][C:10]2[C:11]([NH:16][C:17]3[CH:22]=[CH:21][CH:20]=[CH:19][CH:18]=3)=[N:12][CH:13]=[CH:14][N:15]=2)[CH:5]=[C:6]([CH3:8])[CH:7]=1.O.[ClH:24], predict the reaction product. The product is: [Cl-:24].[CH3:1][C:2]1[CH:3]=[C:4]([CH:5]=[C:6]([CH3:8])[CH:7]=1)[NH:9][C:10]1[C:11]([NH2+:16][C:17]2[CH:22]=[CH:21][CH:20]=[CH:19][CH:18]=2)=[N:12][CH:13]=[CH:14][N:15]=1. (4) Given the reactants C[Si](C)(C)[N-][Si](C)(C)C.[Li+].C(OP([CH2:19][C:20]#[N:21])(=O)OCC)C.O=[C:23]1[CH2:27][N:26]([C:28]([O:30][C:31]([CH3:34])([CH3:33])[CH3:32])=[O:29])[C@H:25]([C:35]([O:37][CH3:38])=[O:36])[CH2:24]1, predict the reaction product. The product is: [C:20]([CH:19]=[C:23]1[CH2:27][N:26]([C:28]([O:30][C:31]([CH3:34])([CH3:33])[CH3:32])=[O:29])[C@H:25]([C:35]([O:37][CH3:38])=[O:36])[CH2:24]1)#[N:21]. (5) Given the reactants Cl[C:2]1[CH:3]=[CH:4][C:5]2[N:6]=[CH:7][N:8]3[C:16]4[CH:15]=[CH:14][CH:13]=[C:12]([F:17])[C:11]=4[CH:10]=[C:9]3[C:18]=2[N:19]=1.[F:20][C:21]1[CH:26]=[CH:25][C:24]([C:27]2[O:28][C:29]3[CH:39]=[C:38]([N:40]([CH3:45])[S:41]([CH3:44])(=[O:43])=[O:42])[C:37](B4OC(C)(C)C(C)(C)O4)=[CH:36][C:30]=3[C:31]=2[C:32]([NH:34][CH3:35])=[O:33])=[CH:23][CH:22]=1.C([O-])([O-])=O.[Na+].[Na+].CC(C1C=C(C(C)C)C(C2C=CC=CC=2P(C2CCCCC2)C2CCCCC2)=C(C(C)C)C=1)C, predict the reaction product. The product is: [F:20][C:21]1[CH:26]=[CH:25][C:24]([C:27]2[O:28][C:29]3[CH:39]=[C:38]([N:40]([CH3:45])[S:41]([CH3:44])(=[O:42])=[O:43])[C:37]([C:2]4[CH:3]=[CH:4][C:5]5[N:6]=[CH:7][N:8]6[C:16]7[CH:15]=[CH:14][CH:13]=[C:12]([F:17])[C:11]=7[CH:10]=[C:9]6[C:18]=5[N:19]=4)=[CH:36][C:30]=3[C:31]=2[C:32]([NH:34][CH3:35])=[O:33])=[CH:23][CH:22]=1. (6) The product is: [NH2:18][C:23]1[CH:24]=[C:25]([C:29]2[CH:15]=[C:6]3[C:7](=[C:32]([NH2:33])[N:31]=2)[CH:8]=[N:9][C:10]2[CH:11]=[C:12]([O:13][CH3:14])[C:3]([O:2][CH3:1])=[CH:4][C:5]3=2)[CH:26]=[N:27][CH:28]=1. Given the reactants [CH3:1][O:2][C:3]1[CH:4]=[C:5]2[C:10](=[CH:11][C:12]=1[O:13][CH3:14])[N:9]=[CH:8][CH:7]=[C:6]2[CH3:15].CC1[N:18]([C:23]2[CH:24]=[C:25]([C:29]([N:31]3C=C[N:33]=[CH:32]3)=O)[CH:26]=[N:27][CH:28]=2)C(C)=CC=1.[Li+].C[Si]([N-][Si](C)(C)C)(C)C.C([O-])(=O)C.[NH4+].Cl.NO.N1C=CC=C1, predict the reaction product.